This data is from Catalyst prediction with 721,799 reactions and 888 catalyst types from USPTO. The task is: Predict which catalyst facilitates the given reaction. Reactant: [N:1]([CH2:4][C:5]1[CH:9]=[C:8]([C:10]([F:13])([F:12])[F:11])[O:7][N:6]=1)=[N+]=[N-].C(N(CC)CC)C.C(S)CCS.[H-].[Na+]. Product: [F:13][C:10]([F:11])([F:12])[C:8]1[O:7][N:6]=[C:5]([CH2:4][NH2:1])[CH:9]=1. The catalyst class is: 41.